This data is from Catalyst prediction with 721,799 reactions and 888 catalyst types from USPTO. The task is: Predict which catalyst facilitates the given reaction. (1) Reactant: Cl[C:2]1[C:11]2[C:6](=[CH:7][CH:8]=[C:9]([C:12]3[CH:13]=[N:14][C:15]([O:18][CH3:19])=[CH:16][CH:17]=3)[CH:10]=2)[N:5]=[CH:4][N:3]=1.[C:20]1(B(O)O)[CH:25]=[CH:24][CH:23]=[CH:22][CH:21]=1.COC1C=CC=C(OC)C=1C1C=CC=CC=1P(C1CCCCC1)C1CCCCC1.[O-]P([O-])([O-])=O.[K+].[K+].[K+]. Product: [CH3:19][O:18][C:15]1[N:14]=[CH:13][C:12]([C:9]2[CH:10]=[C:11]3[C:6](=[CH:7][CH:8]=2)[N:5]=[CH:4][N:3]=[C:2]3[C:20]2[CH:25]=[CH:24][CH:23]=[CH:22][CH:21]=2)=[CH:17][CH:16]=1. The catalyst class is: 443. (2) Reactant: [O:1]1[C:5]2[CH:6]=[CH:7][CH:8]=[CH:9][C:4]=2[N:3]=[C:2]1[CH:10]([C@@H:12]([NH:16][C:17](=[O:41])[CH:18]([CH2:30][S:31](CC1C=CC=CC=1)(=[O:33])=[O:32])[CH2:19][S:20]([CH2:23][C:24]1[CH:29]=[CH:28][CH:27]=[CH:26][CH:25]=1)(=[O:22])=[O:21])[CH2:13][CH2:14][CH3:15])[OH:11].S([O-])([O-])(=O)=S.[Na+].[Na+].C(=O)(O)[O-].[Na+]. Product: [O:1]1[C:5]2[CH:6]=[CH:7][CH:8]=[CH:9][C:4]=2[N:3]=[C:2]1[C:10]([C@@H:12]([NH:16][C:17](=[O:41])[C:18]([CH:30]=[S:31](=[O:33])=[O:32])([CH2:23][C:24]1[CH:29]=[CH:28][CH:27]=[CH:26][CH:25]=1)[CH2:19][S:20]([CH2:23][C:24]1[CH:29]=[CH:28][CH:27]=[CH:26][CH:25]=1)(=[O:22])=[O:21])[CH2:13][CH2:14][CH3:15])=[O:11]. The catalyst class is: 2.